This data is from Catalyst prediction with 721,799 reactions and 888 catalyst types from USPTO. The task is: Predict which catalyst facilitates the given reaction. (1) Reactant: [CH2:1]([C@H:5]1[CH2:10][N:9]([C:11]2[N:12]=[C:13]([C:16]3[C:24]4[C:19](=[N:20][CH:21]=[CH:22][CH:23]=4)[N:18](C(C4C=CC=CC=4)(C4C=CC=CC=4)C4C=CC=CC=4)[N:17]=3)[S:14][CH:15]=2)[CH2:8][CH2:7][N:6]1C(OC(C)(C)C)=O)[CH:2]([CH3:4])[CH3:3].C([SiH](CC)CC)C.C(O)(C(F)(F)F)=O. Product: [CH2:1]([C@@H:5]1[NH:6][CH2:7][CH2:8][N:9]([C:11]2[N:12]=[C:13]([C:16]3[C:24]4[C:19](=[N:20][CH:21]=[CH:22][CH:23]=4)[NH:18][N:17]=3)[S:14][CH:15]=2)[CH2:10]1)[CH:2]([CH3:4])[CH3:3]. The catalyst class is: 2. (2) The catalyst class is: 2. Reactant: [CH:1]1([C:6](Cl)=[O:7])[CH2:5][CH2:4][CH2:3][CH2:2]1.[Cl-].[Al+3].[Cl-].[Cl-].[CH2:13]([O:15][C:16]([C:18]1[NH:19][CH:20]=[CH:21][CH:22]=1)=[O:17])[CH3:14]. Product: [CH2:13]([O:15][C:16]([C:18]1[NH:19][CH:20]=[C:21]([C:6]([CH:1]2[CH2:5][CH2:4][CH2:3][CH2:2]2)=[O:7])[CH:22]=1)=[O:17])[CH3:14].